This data is from NCI-60 drug combinations with 297,098 pairs across 59 cell lines. The task is: Regression. Given two drug SMILES strings and cell line genomic features, predict the synergy score measuring deviation from expected non-interaction effect. (1) Drug 1: CC1=CC2C(CCC3(C2CCC3(C(=O)C)OC(=O)C)C)C4(C1=CC(=O)CC4)C. Drug 2: C(CCl)NC(=O)N(CCCl)N=O. Cell line: UACC-257. Synergy scores: CSS=-0.223, Synergy_ZIP=1.77, Synergy_Bliss=4.14, Synergy_Loewe=-1.11, Synergy_HSA=0.599. (2) Drug 1: CC1C(C(CC(O1)OC2CC(CC3=C2C(=C4C(=C3O)C(=O)C5=C(C4=O)C(=CC=C5)OC)O)(C(=O)C)O)N)O.Cl. Drug 2: CCN(CC)CCNC(=O)C1=C(NC(=C1C)C=C2C3=C(C=CC(=C3)F)NC2=O)C. Cell line: HCT116. Synergy scores: CSS=40.2, Synergy_ZIP=-0.201, Synergy_Bliss=-3.05, Synergy_Loewe=-32.8, Synergy_HSA=-2.65. (3) Drug 1: C1=NC2=C(N1)C(=S)N=C(N2)N. Drug 2: CCC1(CC2CC(C3=C(CCN(C2)C1)C4=CC=CC=C4N3)(C5=C(C=C6C(=C5)C78CCN9C7C(C=CC9)(C(C(C8N6C)(C(=O)OC)O)OC(=O)C)CC)OC)C(=O)OC)O.OS(=O)(=O)O. Cell line: SF-539. Synergy scores: CSS=49.6, Synergy_ZIP=-13.4, Synergy_Bliss=-11.7, Synergy_Loewe=-16.8, Synergy_HSA=-7.70. (4) Drug 1: CC12CCC3C(C1CCC2=O)CC(=C)C4=CC(=O)C=CC34C. Drug 2: CCN(CC)CCCC(C)NC1=C2C=C(C=CC2=NC3=C1C=CC(=C3)Cl)OC. Cell line: K-562. Synergy scores: CSS=82.5, Synergy_ZIP=7.03, Synergy_Bliss=7.02, Synergy_Loewe=8.83, Synergy_HSA=8.32.